Dataset: Catalyst prediction with 721,799 reactions and 888 catalyst types from USPTO. Task: Predict which catalyst facilitates the given reaction. Reactant: [Cl:1][C:2]1[CH:11]=[CH:10][C:9]([C:12]2[C:13]3[N:22]=[C:21]([N:23]4[CH2:28][CH2:27][O:26][CH2:25][CH2:24]4)[S:20][C:14]=3[C:15](=[O:19])[NH:16][CH2:17][CH:18]=2)=[CH:8][C:3]=1[C:4]([O:6][CH3:7])=[O:5].[H][H]. Product: [Cl:1][C:2]1[CH:11]=[CH:10][C:9]([CH:12]2[CH2:18][CH2:17][NH:16][C:15](=[O:19])[C:14]3[S:20][C:21]([N:23]4[CH2:28][CH2:27][O:26][CH2:25][CH2:24]4)=[N:22][C:13]2=3)=[CH:8][C:3]=1[C:4]([O:6][CH3:7])=[O:5]. The catalyst class is: 421.